Dataset: Full USPTO retrosynthesis dataset with 1.9M reactions from patents (1976-2016). Task: Predict the reactants needed to synthesize the given product. (1) Given the product [CH3:26][C:22]1[CH:23]=[CH:24][CH:25]=[C:2]([CH3:1])[C:3]=1[CH2:4][O:5][C:6]1[CH:7]=[C:8]([C:12](=[O:21])[CH2:13][CH2:14][C:15]([OH:17])=[O:16])[CH:9]=[CH:10][CH:11]=1, predict the reactants needed to synthesize it. The reactants are: [CH3:1][C:2]1[CH:25]=[CH:24][CH:23]=[C:22]([CH3:26])[C:3]=1[CH2:4][O:5][C:6]1[CH:7]=[C:8]([C:12](=[O:21])[CH2:13][CH:14](C(O)=O)[C:15]([OH:17])=[O:16])[CH:9]=[CH:10][CH:11]=1. (2) Given the product [OH:3][CH2:4][CH2:5][O:6][NH:7][C:8]([C:10]1[O:18][C:17]2[CH:16]=[CH:15][N:14]=[CH:13][C:12]=2[C:11]=1[NH:19][C:20]1[CH:25]=[CH:24][C:23]([I:26])=[CH:22][C:21]=1[F:27])=[O:9], predict the reactants needed to synthesize it. The reactants are: C([O:3][CH2:4][CH2:5][O:6][NH:7][C:8]([C:10]1[O:18][C:17]2[CH:16]=[CH:15][N:14]=[CH:13][C:12]=2[C:11]=1[NH:19][C:20]1[CH:25]=[CH:24][C:23]([I:26])=[CH:22][C:21]=1[F:27])=[O:9])=C.Cl.C(=O)(O)[O-].[Na+]. (3) Given the product [N:1]1[C:2]([CH2:10][OH:11])=[CH:3][N:4]2[CH:9]=[CH:8][CH:7]=[CH:6][C:5]=12, predict the reactants needed to synthesize it. The reactants are: [N:1]1[C:2]([C:10](OCC)=[O:11])=[CH:3][N:4]2[CH:9]=[CH:8][CH:7]=[CH:6][C:5]=12.C1COCC1.[BH4-].[Li+].[OH-].[Na+]. (4) Given the product [CH3:1][C:2]1[CH:10]=[CH:9][C:8]([N:11]([CH3:20])[S:12]([C:15]2[S:16][CH:17]=[CH:18][CH:19]=2)(=[O:14])=[O:13])=[C:7]2[C:3]=1[CH:4]=[C:5]([C:21]1[S:23][CH:25]=[C:26]([C:27]([O:29][CH2:30][CH3:31])=[O:28])[N:22]=1)[NH:6]2, predict the reactants needed to synthesize it. The reactants are: [CH3:1][C:2]1[CH:10]=[CH:9][C:8]([N:11]([CH3:20])[S:12]([C:15]2[S:16][CH:17]=[CH:18][CH:19]=2)(=[O:14])=[O:13])=[C:7]2[C:3]=1[CH:4]=[C:5]([C:21](=[S:23])[NH2:22])[NH:6]2.Br[CH2:25][C:26](=O)[C:27]([O:29][CH2:30][CH3:31])=[O:28].CN(C)C(=O)C. (5) Given the product [CH3:29][O:31][CH2:32][N:18]1[C:17]2[CH:22]=[CH:23][C:14]([C:12]([C:11]3[N:7]([CH2:6][O:5][CH2:4][CH2:3][Si:2]([CH3:25])([CH3:24])[CH3:1])[N:8]=[CH:9][CH:10]=3)=[O:13])=[CH:15][C:16]=2[S:20][C:19]1=[O:21], predict the reactants needed to synthesize it. The reactants are: [CH3:1][Si:2]([CH3:25])([CH3:24])[CH2:3][CH2:4][O:5][CH2:6][N:7]1[C:11]([C:12]([C:14]2[CH:23]=[CH:22][C:17]3[NH:18][C:19](=[O:21])[S:20][C:16]=3[CH:15]=2)=[O:13])=[CH:10][CH:9]=[N:8]1.[H-].[Na+].C[CH:29]([O:31][CH:32](Cl)C)Cl.O. (6) Given the product [C:1]1([S:7]([C:10]([CH:14]2[CH2:19][CH2:18][C:17]3[C:27]4[C:26](=[CH:25][CH:24]=[C:23]([CH3:22])[CH:28]=4)[NH:29][C:16]=3[CH2:15]2)([CH3:13])[C:11]#[N:12])(=[O:9])=[O:8])[CH:6]=[CH:5][CH:4]=[CH:3][CH:2]=1, predict the reactants needed to synthesize it. The reactants are: [C:1]1([S:7]([C:10]([CH:14]2[CH2:19][CH2:18][CH2:17][C:16](=O)[CH2:15]2)([CH3:13])[C:11]#[N:12])(=[O:9])=[O:8])[CH:6]=[CH:5][CH:4]=[CH:3][CH:2]=1.Cl.[CH3:22][C:23]1[CH:28]=[CH:27][C:26]([NH:29]N)=[CH:25][CH:24]=1.C([O-])(O)=O.[Na+]. (7) Given the product [CH2:1]1[C:9]2[C:4](=[CH:5][CH:6]=[CH:7][CH:8]=2)[CH2:3][CH:2]1[NH:11][CH:12]1[CH2:15][N:14]([C:16](=[O:31])[CH2:17][C:18]2[CH:19]=[CH:20][C:21]([O:24][C:25]3[CH:26]=[CH:27][CH:28]=[CH:29][CH:30]=3)=[CH:22][CH:23]=2)[CH2:13]1, predict the reactants needed to synthesize it. The reactants are: [CH2:1]1[C:9]2[C:4](=[CH:5][CH:6]=[CH:7][CH:8]=2)[CH2:3][C:2]1=O.[NH2:11][CH:12]1[CH2:15][N:14]([C:16](=[O:31])[CH2:17][C:18]2[CH:23]=[CH:22][C:21]([O:24][C:25]3[CH:30]=[CH:29][CH:28]=[CH:27][CH:26]=3)=[CH:20][CH:19]=2)[CH2:13]1.C([BH3-])#N.[Na+]. (8) Given the product [F:19][C:20]1[CH:25]=[CH:24][CH:23]=[CH:22][C:21]=1[C:26]1[C:27]([C:35]2[CH:36]=[CH:37][C:38]([CH2:39][N:16]3[CH2:17][CH2:18][CH:13]([C:11]4[N:12]=[C:8]([C:4]5[CH:5]=[CH:6][CH:7]=[C:2]([CH3:1])[N:3]=5)[NH:9][N:10]=4)[CH2:14][CH2:15]3)=[CH:41][CH:42]=2)=[N:28][C:29]2[N:30]([CH:32]=[CH:33][N:34]=2)[CH:31]=1, predict the reactants needed to synthesize it. The reactants are: [CH3:1][C:2]1[CH:7]=[CH:6][CH:5]=[C:4]([C:8]2[NH:9][N:10]=[C:11]([CH:13]3[CH2:18][CH2:17][NH:16][CH2:15][CH2:14]3)[N:12]=2)[N:3]=1.[F:19][C:20]1[CH:25]=[CH:24][CH:23]=[CH:22][C:21]=1[C:26]1[C:27]([C:35]2[CH:42]=[CH:41][C:38]([CH:39]=O)=[CH:37][CH:36]=2)=[N:28][C:29]2[N:30]([CH:32]=[CH:33][N:34]=2)[CH:31]=1.[BH-](OC(C)=O)(OC(C)=O)OC(C)=O.[Na+].C([O-])(O)=O.[Na+].